From a dataset of Forward reaction prediction with 1.9M reactions from USPTO patents (1976-2016). Predict the product of the given reaction. Given the reactants [Cl:1][C:2]1[CH:7]=[C:6]([CH2:8][OH:9])[C:5](I)=[CH:4][N:3]=1.C([Mg]Cl)(C)C.[Li+].[Cl-].[C:18]([N:25]1[CH2:28][C:27](=[O:29])[CH2:26]1)([O:20][C:21]([CH3:24])([CH3:23])[CH3:22])=[O:19], predict the reaction product. The product is: [C:21]([O:20][C:18]([N:25]1[CH2:28][C:27]([C:5]2[CH:4]=[N:3][C:2]([Cl:1])=[CH:7][C:6]=2[CH2:8][OH:9])([OH:29])[CH2:26]1)=[O:19])([CH3:24])([CH3:22])[CH3:23].